This data is from Forward reaction prediction with 1.9M reactions from USPTO patents (1976-2016). The task is: Predict the product of the given reaction. The product is: [NH2:9][C:7]1[S:8][C:4]2[C:5](=[C:10]([S:13]([Cl:12])(=[O:15])=[O:14])[CH:11]=[C:2]([F:1])[CH:3]=2)[N:6]=1. Given the reactants [F:1][C:2]1[CH:11]=[CH:10][C:5]2[N:6]=[C:7]([NH2:9])[S:8][C:4]=2[CH:3]=1.[Cl:12][S:13](O)(=[O:15])=[O:14], predict the reaction product.